This data is from Full USPTO retrosynthesis dataset with 1.9M reactions from patents (1976-2016). The task is: Predict the reactants needed to synthesize the given product. The reactants are: [Br:1][C:2]1[CH:3]=[C:4]([CH:8]([NH:12]S(C(C)(C)C)=O)[CH2:9][CH2:10][CH3:11])[CH:5]=[N:6][CH:7]=1.Cl. Given the product [Br:1][C:2]1[CH:3]=[C:4]([CH:8]([NH2:12])[CH2:9][CH2:10][CH3:11])[CH:5]=[N:6][CH:7]=1, predict the reactants needed to synthesize it.